Task: Predict the reaction yield, written as a fraction of the theoretical maximum amount of product (1.0 means a 100% yield; for example, 0.34 means a 34% yield).. Dataset: Reaction yield outcomes from USPTO patents with 853,638 reactions (1) The reactants are [OH:1][CH2:2][CH2:3][C:4]1[CH:12]=[CH:11][CH:10]=[C:9]2[C:5]=1[CH2:6][C:7](=[O:13])[NH:8]2.[CH3:14][C:15]1[C:19]([C:20]([N:22]2[CH2:27][CH2:26][N:25]([CH3:28])[CH2:24][CH2:23]2)=[O:21])=[C:18]([CH3:29])[NH:17][C:16]=1[CH:30]=O. No catalyst specified. The product is [CH3:14][C:15]1[C:19]([C:20]([N:22]2[CH2:23][CH2:24][N:25]([CH3:28])[CH2:26][CH2:27]2)=[O:21])=[C:18]([CH3:29])[NH:17][C:16]=1[CH:30]=[C:6]1[C:5]2[C:9](=[CH:10][CH:11]=[CH:12][C:4]=2[CH2:3][CH2:2][OH:1])[NH:8][C:7]1=[O:13]. The yield is 0.550. (2) The catalyst is CN(C=O)C.CCOC(C)=O. The yield is 0.288. The product is [C:1]([N:5]1[C:9](=[O:10])[C:8]([NH:20][CH2:21][CH2:22][CH:23]2[CH2:26][N:25]([C:27]([O:29][C:30]([CH3:33])([CH3:32])[CH3:31])=[O:28])[CH2:24]2)=[C:7]([C:12]2[CH:17]=[CH:16][CH:15]=[CH:14][CH:13]=2)[S:6]1(=[O:19])=[O:18])([CH3:4])([CH3:3])[CH3:2]. The reactants are [C:1]([N:5]1[C:9](=[O:10])[C:8](Cl)=[C:7]([C:12]2[CH:17]=[CH:16][CH:15]=[CH:14][CH:13]=2)[S:6]1(=[O:19])=[O:18])([CH3:4])([CH3:3])[CH3:2].[NH2:20][CH2:21][CH2:22][CH:23]1[CH2:26][N:25]([C:27]([O:29][C:30]([CH3:33])([CH3:32])[CH3:31])=[O:28])[CH2:24]1. (3) The reactants are [Cl:1][C:2]1[C:3]([NH:13][CH2:14][CH2:15]O)=[N:4][C:5]2[C:10]([N:11]=1)=[CH:9][CH:8]=[C:7]([Cl:12])[CH:6]=2.O=S(Cl)Cl. The catalyst is C(Cl)(Cl)Cl. The product is [Cl:1][C:2]1[C:3]2[N:4]([CH2:15][CH2:14][N:13]=2)[C:5]2[C:10]([N:11]=1)=[CH:9][CH:8]=[C:7]([Cl:12])[CH:6]=2. The yield is 0.650. (4) The reactants are ClC1C=C(SC2C3C(=CC(C)=CC=3)[NH:12]C=2CCC(N)=O)C=C(Cl)C=1.[Cl:25][C:26]1[CH:27]=[C:28]([S:33][C:34]2[C:42]3[C:37](=[CH:38][C:39]([CH3:43])=[CH:40][CH:41]=3)[NH:36][C:35]=2[CH2:44][C:45]([OH:47])=O)[CH:29]=[C:30]([Cl:32])[CH:31]=1.C(Cl)(=O)C(Cl)=O.N. The catalyst is O1CCOCC1. The product is [Cl:25][C:26]1[CH:27]=[C:28]([S:33][C:34]2[C:42]3[C:37](=[CH:38][C:39]([CH3:43])=[CH:40][CH:41]=3)[NH:36][C:35]=2[CH2:44][C:45]([NH2:12])=[O:47])[CH:29]=[C:30]([Cl:32])[CH:31]=1. The yield is 0.800.